This data is from NCI-60 drug combinations with 297,098 pairs across 59 cell lines. The task is: Regression. Given two drug SMILES strings and cell line genomic features, predict the synergy score measuring deviation from expected non-interaction effect. (1) Drug 1: C1=NC2=C(N1)C(=S)N=C(N2)N. Drug 2: C1=NC(=NC(=O)N1C2C(C(C(O2)CO)O)O)N. Cell line: A549. Synergy scores: CSS=32.9, Synergy_ZIP=0.723, Synergy_Bliss=2.71, Synergy_Loewe=-4.70, Synergy_HSA=1.48. (2) Drug 1: CC1=C(C=C(C=C1)NC2=NC=CC(=N2)N(C)C3=CC4=NN(C(=C4C=C3)C)C)S(=O)(=O)N.Cl. Drug 2: CCC1(CC2CC(C3=C(CCN(C2)C1)C4=CC=CC=C4N3)(C5=C(C=C6C(=C5)C78CCN9C7C(C=CC9)(C(C(C8N6C)(C(=O)OC)O)OC(=O)C)CC)OC)C(=O)OC)O.OS(=O)(=O)O. Cell line: SK-MEL-2. Synergy scores: CSS=40.6, Synergy_ZIP=1.11, Synergy_Bliss=4.15, Synergy_Loewe=-46.5, Synergy_HSA=1.63.